This data is from Retrosynthesis with 50K atom-mapped reactions and 10 reaction types from USPTO. The task is: Predict the reactants needed to synthesize the given product. (1) Given the product N#Cc1ccc([C@H]2CC[C@H](CO)CC2)cc1, predict the reactants needed to synthesize it. The reactants are: N#Cc1ccc(C2CCC(C=O)CC2)cc1. (2) Given the product CON(C)C(=O)CCc1ccccc1, predict the reactants needed to synthesize it. The reactants are: CNOC.O=C(Cl)CCc1ccccc1. (3) Given the product CC(C)(C)OC(=O)Nc1ccc(Nc2cc(Cl)ncn2)cc1, predict the reactants needed to synthesize it. The reactants are: CC(C)(C)OC(=O)Nc1ccc(N)cc1.Clc1cc(Cl)ncn1. (4) Given the product CC(C)(C)OC(=O)N1CC(CC#N)(N2CCC(N[C@@H]3C[C@H]3c3ccccc3)CC2)C1, predict the reactants needed to synthesize it. The reactants are: CC(C)(C)OC(=O)N1CC(CC#N)(N2CCC(=O)CC2)C1.N[C@@H]1C[C@H]1c1ccccc1. (5) Given the product CC(C)Nc1nc2ccccc2n2ccnc12, predict the reactants needed to synthesize it. The reactants are: CC(C)N.Clc1nc2ccccc2n2ccnc12. (6) Given the product CC(C)CNCc1ccc2c(c1)OCCCC2, predict the reactants needed to synthesize it. The reactants are: CC(C)CN.O=Cc1ccc2c(c1)OCCCC2.